From a dataset of Forward reaction prediction with 1.9M reactions from USPTO patents (1976-2016). Predict the product of the given reaction. (1) Given the reactants [NH2:1][CH2:2][C:3]1[CH:32]=[CH:31][C:6]([C:7]([NH:9][CH2:10][C:11]2[CH:16]=[CH:15][C:14]([O:17][CH2:18][C:19]([N:21]3[CH2:25][CH:24]4[O:26][C:27]([CH3:30])([CH3:29])[O:28][CH:23]4[CH2:22]3)=[O:20])=[CH:13][CH:12]=2)=[O:8])=[CH:5][CH:4]=1.O.[CH3:34][C:35]([O:38][C:39](O[C:39]([O:38][C:35]([CH3:37])([CH3:36])[CH3:34])=[O:40])=[O:40])([CH3:37])[CH3:36].C([O-])(O)=O.[Na+], predict the reaction product. The product is: [CH3:30][C:27]1([CH3:29])[O:28][C@H:23]2[CH2:22][N:21]([C:19](=[O:20])[CH2:18][O:17][C:14]3[CH:13]=[CH:12][C:11]([CH2:10][NH:9][C:7]([C:6]4[CH:31]=[CH:32][C:3]([CH2:2][NH:1][C:39](=[O:40])[O:38][C:35]([CH3:37])([CH3:36])[CH3:34])=[CH:4][CH:5]=4)=[O:8])=[CH:16][CH:15]=3)[CH2:25][C@H:24]2[O:26]1. (2) Given the reactants Cl.[O:2]([C:9]1[CH:14]=[CH:13][C:12]([N:15]2[C:19]([CH:20]3[CH2:25][CH2:24][NH:23][CH2:22][CH2:21]3)=[CH:18][C:17]([C:26]([NH2:28])=[O:27])=[N:16]2)=[CH:11][CH:10]=1)[C:3]1[CH:8]=[CH:7][CH:6]=[CH:5][CH:4]=1.CCN(C(C)C)C(C)C.[C:38](Cl)(=[O:41])[CH:39]=[CH2:40], predict the reaction product. The product is: [C:38]([N:23]1[CH2:24][CH2:25][CH:20]([C:19]2[N:15]([C:12]3[CH:13]=[CH:14][C:9]([O:2][C:3]4[CH:8]=[CH:7][CH:6]=[CH:5][CH:4]=4)=[CH:10][CH:11]=3)[N:16]=[C:17]([C:26]([NH2:28])=[O:27])[CH:18]=2)[CH2:21][CH2:22]1)(=[O:41])[CH:39]=[CH2:40]. (3) Given the reactants Br[C:2]1[CH:3]=[C:4]2[C@:15]3([CH2:19][S:18][C:17]([NH:20][C:21](=[O:27])[O:22][C:23]([CH3:26])([CH3:25])[CH3:24])=[N:16]3)[C:14]3[C:9](=[CH:10][CH:11]=[C:12]([C:28]4[C:29]([F:34])=[N:30][CH:31]=[CH:32][CH:33]=4)[CH:13]=3)[O:8][C:5]2=[N:6][CH:7]=1.CN(C=O)C.C[Si](C)(C)[C:42]#[C:43][C:44]1([CH3:48])[CH2:47][O:46][CH2:45]1, predict the reaction product. The product is: [F:34][C:29]1[C:28]([C:12]2[CH:13]=[C:14]3[C@@:15]4([CH2:19][S:18][C:17]([NH:20][C:21](=[O:27])[O:22][C:23]([CH3:25])([CH3:26])[CH3:24])=[N:16]4)[C:4]4[C:5](=[N:6][CH:7]=[C:2]([C:42]#[C:43][C:44]5([CH3:48])[CH2:47][O:46][CH2:45]5)[CH:3]=4)[O:8][C:9]3=[CH:10][CH:11]=2)=[CH:33][CH:32]=[CH:31][N:30]=1. (4) Given the reactants CN(C=O)C.[CH:6]1([C:11]([OH:24])([C:22]#[CH:23])[CH2:12][C:13]2[O:18][C:17]([CH3:20])([CH3:19])[O:16][C:15](=[O:21])[CH:14]=2)[CH2:10][CH2:9][CH2:8][CH2:7]1.Br[C:26]1[CH:31]=[CH:30][C:29]([C:32]([CH3:36])([CH3:35])[C:33]#[N:34])=[C:28]([F:37])[CH:27]=1, predict the reaction product. The product is: [CH:6]1([C:11]([OH:24])([CH2:12][C:13]2[O:18][C:17]([CH3:20])([CH3:19])[O:16][C:15](=[O:21])[CH:14]=2)[C:22]#[C:23][C:26]2[CH:31]=[CH:30][C:29]([C:32]([CH3:35])([CH3:36])[C:33]#[N:34])=[C:28]([F:37])[CH:27]=2)[CH2:10][CH2:9][CH2:8][CH2:7]1.